Dataset: Tyrosyl-DNA phosphodiesterase HTS with 341,365 compounds. Task: Binary Classification. Given a drug SMILES string, predict its activity (active/inactive) in a high-throughput screening assay against a specified biological target. (1) The drug is Brc1ccc(NS(=O)(=O)c2cc(C(=O)NCC3OCCC3)c(Cl)cc2)cc1. The result is 0 (inactive). (2) The drug is ClCCCN1CCc2c1ccc(c2)/C=C1\C(=O)NC(=S)NC1=O. The result is 1 (active). (3) The drug is S(=O)(=O)(N1CCC(CC1)C(=O)N(CCc1ccccc1)Cc1occc1)c1ccccc1. The result is 0 (inactive). (4) The drug is Clc1ccc(NC(=O)N2CN(CCC2)Cc2ccc(F)cc2)cc1. The result is 0 (inactive). (5) The compound is S(c1oc(nn1)c1ccccc1)CC#CCOC(=O)c1oc2c(c1)cccc2. The result is 0 (inactive). (6) The drug is O(C1CCCCC1)C(=O)C=1C(n2[nH]cnc2=NC1C)c1cccnc1. The result is 0 (inactive). (7) The compound is O=C1N(CC2CCCCC2)C(CNC1=O)Cc1ccc(O)cc1. The result is 0 (inactive). (8) The result is 0 (inactive). The compound is s1c2c(n(c(c2)C(OC)=O)CC(=O)Nc2cc(OC)c(OC)cc2)cc1.